Dataset: Catalyst prediction with 721,799 reactions and 888 catalyst types from USPTO. Task: Predict which catalyst facilitates the given reaction. (1) Reactant: [H-].[Na+].[OH:3][CH:4]1[CH2:9][CH2:8][O:7][C:5]1=[O:6].[Br:10][C:11]1[CH:18]=[CH:17][C:14]([CH2:15]Br)=[CH:13][CH:12]=1. Product: [Br:10][C:11]1[CH:18]=[CH:17][C:14]([CH2:15][O:3][CH:4]2[CH2:9][CH2:8][O:7][C:5]2=[O:6])=[CH:13][CH:12]=1. The catalyst class is: 9. (2) Reactant: [Cl:1][C:2]1[CH:10]=[C:9]2[C:5]([C:6]([CH:13]3[CH2:18][CH2:17][CH2:16][CH2:15][CH2:14]3)(O)[C:7](=[O:11])[NH:8]2)=[CH:4][CH:3]=1.C([SiH](CC)CC)C.FC(F)(F)C(O)=O.C(=O)([O-])[O-].[K+].[K+]. Product: [Cl:1][C:2]1[CH:10]=[C:9]2[C:5]([CH:6]([CH:13]3[CH2:18][CH2:17][CH2:16][CH2:15][CH2:14]3)[C:7](=[O:11])[NH:8]2)=[CH:4][CH:3]=1. The catalyst class is: 13. (3) Product: [F:32][C:8]1[CH:9]=[C:10]([C:12]2[N:17]=[C:16]3[N:18]([CH2:21][C:22]4[CH:23]=[C:24]5[C:29](=[CH:30][CH:31]=4)[N:28]=[CH:27][CH:26]=[CH:25]5)[N:19]=[N:20][C:15]3=[CH:14][CH:13]=2)[CH:11]=[C:2]([F:1])[C:3]=1[C:4]([OH:6])=[O:5]. Reactant: [F:1][C:2]1[CH:11]=[C:10]([C:12]2[N:17]=[C:16]3[N:18]([CH2:21][C:22]4[CH:23]=[C:24]5[C:29](=[CH:30][CH:31]=4)[N:28]=[CH:27][CH:26]=[CH:25]5)[N:19]=[N:20][C:15]3=[CH:14][CH:13]=2)[CH:9]=[C:8]([F:32])[C:3]=1[C:4]([O:6]C)=[O:5].[OH-].[Li+].C1COCC1.Cl. The catalyst class is: 24. (4) Reactant: [N+:1]([CH2:4][CH2:5][CH2:6][C:7]1[CH:12]=[CH:11][C:10]([CH2:13][CH2:14][CH2:15][CH2:16][CH2:17][CH2:18][CH2:19][CH3:20])=[CH:9][CH:8]=1)([O-:3])=[O:2].[CH3:21][OH:22].[CH2:23]=[O:24].C(N(CC)CC)C. Product: [N+:1]([C:4]([CH2:5][CH2:6][C:7]1[CH:8]=[CH:9][C:10]([CH2:13][CH2:14][CH2:15][CH2:16][CH2:17][CH2:18][CH2:19][CH3:20])=[CH:11][CH:12]=1)([CH2:23][OH:24])[CH2:21][OH:22])([O-:3])=[O:2]. The catalyst class is: 84. (5) Reactant: C(=O)([O-])[O-].[K+].[K+].Cl[C:8]1[C:17]2[C:12](=[CH:13][C:14]([C:18]([F:21])([F:20])[F:19])=[CH:15][CH:16]=2)[N:11]=[CH:10][CH:9]=1.[CH3:22][O:23][C:24]([C:26]1[C:34]2[C:29](=[CH:30][CH:31]=[CH:32][CH:33]=2)[NH:28][CH:27]=1)=[O:25]. Product: [CH3:22][O:23][C:24]([C:26]1[C:34]2[C:29](=[CH:30][CH:31]=[CH:32][CH:33]=2)[N:28]([C:8]2[C:17]3[C:12](=[CH:13][C:14]([C:18]([F:21])([F:20])[F:19])=[CH:15][CH:16]=3)[N:11]=[CH:10][CH:9]=2)[CH:27]=1)=[O:25]. The catalyst class is: 288. (6) Reactant: [Cl:1][C:2]1[CH:13]=[C:12]([O:14][CH:15]2[CH2:18][O:17][CH2:16]2)[C:5]([C:6](N(OC)C)=[O:7])=[CH:4][N:3]=1.[CH3:19][Mg]Br.CCOCC. Product: [Cl:1][C:2]1[N:3]=[CH:4][C:5]([C:6](=[O:7])[CH3:19])=[C:12]([O:14][CH:15]2[CH2:16][O:17][CH2:18]2)[CH:13]=1. The catalyst class is: 1. (7) Reactant: C([O:5][C:6](=[O:45])[CH:7]([NH:20][C:21]([C:23]1[CH:24]=[N:25][N:26]2[C:31]([CH:32]3[CH2:37][CH2:36][CH2:35][CH2:34][CH2:33]3)=[C:30]([C:38]3[CH:43]=[CH:42][C:41]([F:44])=[CH:40][CH:39]=3)[CH:29]=[N:28][C:27]=12)=[O:22])[CH2:8][C:9]1[CH:14]=[CH:13][C:12]([O:15]C(C)(C)C)=[CH:11][CH:10]=1)(C)(C)C.FC(F)(F)C(O)=O. Product: [CH:32]1([C:31]2[N:26]3[N:25]=[CH:24][C:23]([C:21]([NH:20][CH:7]([CH2:8][C:9]4[CH:10]=[CH:11][C:12]([OH:15])=[CH:13][CH:14]=4)[C:6]([OH:45])=[O:5])=[O:22])=[C:27]3[N:28]=[CH:29][C:30]=2[C:38]2[CH:43]=[CH:42][C:41]([F:44])=[CH:40][CH:39]=2)[CH2:37][CH2:36][CH2:35][CH2:34][CH2:33]1. The catalyst class is: 6. (8) Reactant: [N+:1]([C:4]1[CH:5]=[C:6]([CH:29]=[C:30]([C:32]([F:35])([F:34])[F:33])[CH:31]=1)[CH2:7][O:8][CH2:9][C:10]1([C:23]2[CH:28]=[CH:27][CH:26]=[CH:25][CH:24]=2)[CH2:15][CH2:14][N:13]([C:16]([O:18][C:19]([CH3:22])([CH3:21])[CH3:20])=[O:17])[CH2:12][CH2:11]1)([O-])=O. Product: [NH2:1][C:4]1[CH:5]=[C:6]([CH:29]=[C:30]([C:32]([F:35])([F:33])[F:34])[CH:31]=1)[CH2:7][O:8][CH2:9][C:10]1([C:23]2[CH:24]=[CH:25][CH:26]=[CH:27][CH:28]=2)[CH2:15][CH2:14][N:13]([C:16]([O:18][C:19]([CH3:22])([CH3:20])[CH3:21])=[O:17])[CH2:12][CH2:11]1. The catalyst class is: 19. (9) Reactant: C(OC(N1CCC([C:12]2[C:20]3[C:15](=[N:16][CH:17]=[CH:18][CH:19]=3)[N:14]([CH2:21][CH2:22][O:23][CH3:24])[CH:13]=2)CC1)=O)C.[OH-].[K+]. Product: [CH3:24][O:23][CH2:22][CH2:21][N:14]1[C:15]2=[N:16][CH:17]=[CH:18][CH:19]=[C:20]2[C:12]([N:16]2[CH2:17][CH2:18][CH2:19][CH2:20][CH2:15]2)=[CH:13]1. The catalyst class is: 32. (10) Reactant: [NH:1]1[CH2:6][CH2:5][CH:4]([C:7]([O:9][CH2:10][CH3:11])=[O:8])[CH2:3][CH2:2]1.CC(O)=O.[O:16]=[C:17]1[N:23]([CH:24]2[CH2:29][CH2:28][N:27]([C:30]([O:32][C@H:33]([CH2:43][C:44]3[CH:49]=[C:48]([C:50]([F:53])([F:52])[F:51])[C:47]([NH2:54])=[C:46]([Cl:55])[CH:45]=3)[C:34](=[O:42])[N:35]3[CH2:40][CH2:39][C:38](=O)[CH2:37][CH2:36]3)=[O:31])[CH2:26][CH2:25]2)[CH2:22][CH2:21][C:20]2[CH:56]=[CH:57][CH:58]=[CH:59][C:19]=2[NH:18]1.[BH3-]C#N.[Na+]. Product: [NH2:54][C:47]1[C:48]([C:50]([F:52])([F:53])[F:51])=[CH:49][C:44]([CH2:43][C@@H:33]([O:32][C:30]([N:27]2[CH2:28][CH2:29][CH:24]([N:23]3[CH2:22][CH2:21][C:20]4[CH:56]=[CH:57][CH:58]=[CH:59][C:19]=4[NH:18][C:17]3=[O:16])[CH2:25][CH2:26]2)=[O:31])[C:34]([N:35]2[CH2:36][CH2:37][CH:38]([N:1]3[CH2:6][CH2:5][CH:4]([C:7]([O:9][CH2:10][CH3:11])=[O:8])[CH2:3][CH2:2]3)[CH2:39][CH2:40]2)=[O:42])=[CH:45][C:46]=1[Cl:55]. The catalyst class is: 36.